This data is from Catalyst prediction with 721,799 reactions and 888 catalyst types from USPTO. The task is: Predict which catalyst facilitates the given reaction. (1) Reactant: [C:1](OC(=O)C)(=[O:3])[CH3:2].[CH3:8][C:9]1[CH:13]=[C:12]([CH3:14])[N:11]([CH:15]([C:17]2[C:18]3[CH2:41][NH:40][CH2:39][CH2:38][C:19]=3[N:20]=[C:21]([NH:23][C:24]3[CH:29]=[CH:28][C:27]([N:30]4[CH:34]=[C:33]([CH3:35])[N:32]=[CH:31]4)=[C:26]([O:36][CH3:37])[CH:25]=3)[N:22]=2)[CH3:16])[N:10]=1. Product: [CH3:8][C:9]1[CH:13]=[C:12]([CH3:14])[N:11]([CH:15]([C:17]2[C:18]3[CH2:41][N:40]([C:1](=[O:3])[CH3:2])[CH2:39][CH2:38][C:19]=3[N:20]=[C:21]([NH:23][C:24]3[CH:29]=[CH:28][C:27]([N:30]4[CH:34]=[C:33]([CH3:35])[N:32]=[CH:31]4)=[C:26]([O:36][CH3:37])[CH:25]=3)[N:22]=2)[CH3:16])[N:10]=1. The catalyst class is: 2. (2) Reactant: [Cl:1][C:2]1[N:3]=[CH:4][C:5]2[CH:10]=[C:9]([CH:11](OCC)[O:12]CC)[N:8]([CH:18]3[CH2:22][CH2:21][CH2:20][CH2:19]3)[C:6]=2[N:7]=1.Cl.O.CCCCCCC.C(OCC)(=O)C. Product: [Cl:1][C:2]1[N:3]=[CH:4][C:5]2[CH:10]=[C:9]([CH:11]=[O:12])[N:8]([CH:18]3[CH2:19][CH2:20][CH2:21][CH2:22]3)[C:6]=2[N:7]=1. The catalyst class is: 12. (3) Reactant: C(OC([NH:8][NH:9][C:10](=[O:34])[CH2:11][CH2:12][CH2:13][CH2:14][CH2:15][NH:16][C:17]([O:19][CH2:20][CH:21]1[C:33]2[CH:32]=[CH:31][CH:30]=[CH:29][C:28]=2[C:27]2[C:22]1=[CH:23][CH:24]=[CH:25][CH:26]=2)=[O:18])=O)(C)(C)C.[F:35][C:36]([F:41])([F:40])[C:37]([OH:39])=[O:38].O. Product: [F:35][C:36]([F:41])([F:40])[C:37]([OH:39])=[O:38].[NH2:8][NH:9][C:10](=[O:34])[CH2:11][CH2:12][CH2:13][CH2:14][CH2:15][NH:16][C:17]([O:19][CH2:20][CH:21]1[C:22]2[CH:23]=[CH:24][CH:25]=[CH:26][C:27]=2[C:28]2[C:33]1=[CH:32][CH:31]=[CH:30][CH:29]=2)=[O:18]. The catalyst class is: 545. (4) Reactant: [CH2:1]([O:8][C:9]1[C:10]([O:23][CH3:24])=[CH:11][C:12]([C:17]2[N:21]=[C:20]([CH3:22])[O:19][N:18]=2)=[C:13]([CH:16]=1)[CH:14]=[O:15])[C:2]1[CH:7]=[CH:6][CH:5]=[CH:4][CH:3]=1.[C:25]([N+:29]#[C-:30])([CH3:28])([CH3:27])[CH3:26].[C:31](O)(=[O:33])[CH3:32].C(#N)C.[OH2:38]. Product: [CH2:1]([O:8][C:9]1[C:10]([O:23][CH3:24])=[CH:11][C:12]([C:17]2[N:21]=[C:20]([CH3:22])[O:19][N:18]=2)=[C:13]([CH:14]([O:15][C:31](=[O:33])[CH3:32])[C:30](=[O:38])[NH:29][C:25]([CH3:28])([CH3:27])[CH3:26])[CH:16]=1)[C:2]1[CH:3]=[CH:4][CH:5]=[CH:6][CH:7]=1. The catalyst class is: 13. (5) Product: [O:29]1[C:30]2([CH2:35][CH2:34][CH:33]([C:36]([O:38][CH2:39][CH3:40])=[O:37])[CH2:32][CH2:31]2)[CH2:1]1. Reactant: [CH2:1](N1CCN2CCN(CC(C)C)P1N(CC(C)C)CC2)C(C)C.[I-].C[S+](C)C.[O:29]=[C:30]1[CH2:35][CH2:34][CH:33]([C:36]([O:38][CH2:39][CH3:40])=[O:37])[CH2:32][CH2:31]1. The catalyst class is: 10. (6) Reactant: Cl[C:2]1[CH:3]=[C:4]([CH:22]=[CH:23][CH:24]=1)[C:5]([NH:7][C:8]1[CH:9]=[C:10]2[C:14](=[CH:15][CH:16]=1)[NH:13][N:12]=[C:11]2[C:17]1[NH:18][CH:19]=[CH:20][CH:21]=1)=[O:6].[CH3:25][O:26]C1C=CC(C(Cl)=O)=CC=1.C(N(CC)CC)C. Product: [CH3:25][O:26][C:24]1[CH:23]=[CH:22][C:4]([C:5]([NH:7][C:8]2[CH:9]=[C:10]3[C:14](=[CH:15][CH:16]=2)[NH:13][N:12]=[C:11]3[C:17]2[NH:18][CH:19]=[CH:20][CH:21]=2)=[O:6])=[CH:3][CH:2]=1. The catalyst class is: 2. (7) Product: [CH3:36][O:35][C:33](=[O:34])[CH2:32][C:21]([CH2:24][C:25]1[CH:30]=[CH:29][CH:28]=[CH:27][CH:26]=1)([C:22]#[N:23])[C:17]1[CH:18]=[CH:19][CH:20]=[C:15]([O:14][CH3:13])[CH:16]=1. The catalyst class is: 632. Reactant: C(NC(C)C)(C)C.C([Li])CCC.[CH3:13][O:14][C:15]1[CH:16]=[C:17]([CH:21]([CH2:24][C:25]2[CH:30]=[CH:29][CH:28]=[CH:27][CH:26]=2)[C:22]#[N:23])[CH:18]=[CH:19][CH:20]=1.Br[CH2:32][C:33]([O:35][CH3:36])=[O:34].